Predict the reaction yield, written as a fraction of the theoretical maximum amount of product (1.0 means a 100% yield; for example, 0.34 means a 34% yield). From a dataset of Reaction yield outcomes from USPTO patents with 853,638 reactions. The product is [CH2:12]([O:11][C:9]([NH:8][C@@H:7]([CH:6]([CH3:18])[CH3:5])[C:15]([O:37][N:38]1[C:42](=[O:43])[CH2:41][CH2:40][C:39]1=[O:44])=[O:63])=[O:10])[CH:13]=[CH2:14]. The yield is 1.00. No catalyst specified. The reactants are O[C@@H]1[N:8]([C:9]([O:11][CH2:12][CH:13]=[CH2:14])=[O:10])[C:7]2[CH:15]=C(O[Si](C(C)C)(C(C)C)C(C)C)C(OC)=[CH:18][C:6]=2[C:5](=O)N2C=C(C)C[C@@H]12.[OH:37][N:38]1[C:42](=[O:43])[CH2:41][CH2:40][C:39]1=[O:44].C1(N=C=NC2CCCCC2)CCCCC1.C1C[O:63]CC1.